Dataset: Reaction yield outcomes from USPTO patents with 853,638 reactions. Task: Predict the reaction yield, written as a fraction of the theoretical maximum amount of product (1.0 means a 100% yield; for example, 0.34 means a 34% yield). (1) The reactants are [NH2:1][C:2]1[CH:3]=[C:4]([CH:15]=[CH:16][N:17]=1)[C:5]([NH:7][CH2:8][C:9]1[CH:14]=[CH:13][CH:12]=[CH:11][CH:10]=1)=[O:6].[F:18][C:19]1[CH:27]=[CH:26][CH:25]=[CH:24][C:20]=1[C:21](Cl)=[O:22]. The catalyst is CN(C)C1C=CN=CC=1.N1C=CC=CC=1.ClCCl. The product is [CH2:8]([NH:7][C:5](=[O:6])[C:4]1[CH:15]=[CH:16][N:17]=[C:2]([NH:1][C:21](=[O:22])[C:20]2[CH:24]=[CH:25][CH:26]=[CH:27][C:19]=2[F:18])[CH:3]=1)[C:9]1[CH:14]=[CH:13][CH:12]=[CH:11][CH:10]=1. The yield is 0.440. (2) The reactants are I[C:2]1[C:10]2[C:5](=[CH:6][C:7]([C@H:11]3[C@@:13]4([C:21]5[C:16](=[CH:17][CH:18]=[C:19]([O:22][CH3:23])[CH:20]=5)[NH:15][C:14]4=[O:24])[CH2:12]3)=[CH:8][CH:9]=2)[NH:4][N:3]=1.CC1(C)C(C)(C)OB([C:33]2[CH:38]=[CH:37][C:36]([CH:39]3[CH2:44][CH2:43][N:42]([C:45]([O:47][C:48]([CH3:51])([CH3:50])[CH3:49])=[O:46])[CH2:41][CH2:40]3)=[CH:35][CH:34]=2)O1. No catalyst specified. The product is [CH3:23][O:22][C:19]1[CH:20]=[C:21]2[C:16](=[CH:17][CH:18]=1)[NH:15][C:14](=[O:24])[C@:13]12[CH2:12][C@H:11]1[C:7]1[CH:6]=[C:5]2[C:10]([C:2]([C:33]3[CH:34]=[CH:35][C:36]([CH:39]4[CH2:40][CH2:41][N:42]([C:45]([O:47][C:48]([CH3:51])([CH3:50])[CH3:49])=[O:46])[CH2:43][CH2:44]4)=[CH:37][CH:38]=3)=[N:3][NH:4]2)=[CH:9][CH:8]=1. The yield is 0.800. (3) The reactants are [F:1][C:2]([F:43])([F:42])[C:3]1[CH:4]=[C:5]([CH:39]=[CH:40][CH:41]=1)[CH2:6][NH:7][C:8](=[O:38])[C:9]1[CH:14]=[CH:13][N:12]=[C:11]([C:15]2[CH:20]=[C:19]([N:21]3[CH2:26][CH2:25][CH2:24][CH2:23][CH2:22]3)[CH:18]=[CH:17][C:16]=2[NH:27][C:28](=[O:37])[C:29]2[CH:34]=[CH:33][CH:32]=[C:31]([CH2:35]Cl)[CH:30]=2)[CH:10]=1.[CH3:44][NH:45][CH2:46][CH2:47][N:48]1[CH2:53][CH2:52][N:51]([C:54]([O:56][C:57]([CH3:60])([CH3:59])[CH3:58])=[O:55])[CH2:50][CH2:49]1.C(=O)([O-])[O-].[K+].[K+].[I-].[K+]. The catalyst is CN(C)C=O.CC(C)=O. The product is [CH3:44][N:45]([CH2:35][C:31]1[CH:32]=[CH:33][CH:34]=[C:29]([C:28](=[O:37])[NH:27][C:16]2[CH:17]=[CH:18][C:19]([N:21]3[CH2:26][CH2:25][CH2:24][CH2:23][CH2:22]3)=[CH:20][C:15]=2[C:11]2[CH:10]=[C:9]([C:8](=[O:38])[NH:7][CH2:6][C:5]3[CH:39]=[CH:40][CH:41]=[C:3]([C:2]([F:43])([F:42])[F:1])[CH:4]=3)[CH:14]=[CH:13][N:12]=2)[CH:30]=1)[CH2:46][CH2:47][N:48]1[CH2:53][CH2:52][N:51]([C:54]([O:56][C:57]([CH3:60])([CH3:59])[CH3:58])=[O:55])[CH2:50][CH2:49]1. The yield is 0.490. (4) The reactants are C(OC(=O)[NH:7][CH:8]1[CH2:13][CH2:12][N:11]([CH2:14][CH2:15][N:16]2[C:21](=[O:22])[CH2:20][O:19][C:18]3[N:23]=[CH:24][C:25]([Br:27])=[CH:26][C:17]2=3)[CH2:10][CH2:9]1)(C)(C)C.NC1CCN(CCN2C3C(=CC=C(C#N)C=3)C=CC2=O)CC1. No catalyst specified. The product is [NH2:7][CH:8]1[CH2:9][CH2:10][N:11]([CH2:14][CH2:15][N:16]2[C:21](=[O:22])[CH2:20][O:19][C:18]3[N:23]=[CH:24][C:25]([Br:27])=[CH:26][C:17]2=3)[CH2:12][CH2:13]1. The yield is 1.00. (5) The reactants are [Br:1][C:2]1[CH:3]=[C:4]2[C:8](=[CH:9][CH:10]=1)[NH:7][CH2:6][CH2:5]2.[C:11]([O:15][C:16](O[C:16]([O:15][C:11]([CH3:14])([CH3:13])[CH3:12])=[O:17])=[O:17])([CH3:14])([CH3:13])[CH3:12]. The catalyst is C(OCC)C. The product is [Br:1][C:2]1[CH:3]=[C:4]2[C:8](=[CH:9][CH:10]=1)[N:7]([C:16]([O:15][C:11]([CH3:14])([CH3:13])[CH3:12])=[O:17])[CH2:6][CH2:5]2. The yield is 0.700. (6) The reactants are Cl[C:2]1[N:7]=[N:6][C:5]([C:8]([N:10]2[CH2:29][CH2:28][C:13]3[N:14]=[C:15]([NH:18][CH:19]4[CH2:27][C:26]5[C:21](=[CH:22][CH:23]=[CH:24][CH:25]=5)[CH2:20]4)[N:16]=[CH:17][C:12]=3[CH2:11]2)=[O:9])=[CH:4][CH:3]=1.[CH3:30][Si:31]([C:34]#[CH:35])([CH3:33])[CH3:32]. The catalyst is CN(C)C=O.C(N(CC)CC)C.[Cu]I.Cl[Pd](Cl)([P](C1C=CC=CC=1)(C1C=CC=CC=1)C1C=CC=CC=1)[P](C1C=CC=CC=1)(C1C=CC=CC=1)C1C=CC=CC=1. The product is [CH2:20]1[C:21]2[C:26](=[CH:25][CH:24]=[CH:23][CH:22]=2)[CH2:27][CH:19]1[NH:18][C:15]1[N:16]=[CH:17][C:12]2[CH2:11][N:10]([C:8]([C:5]3[N:6]=[N:7][C:2]([C:35]#[C:34][Si:31]([CH3:33])([CH3:32])[CH3:30])=[CH:3][CH:4]=3)=[O:9])[CH2:29][CH2:28][C:13]=2[N:14]=1. The yield is 0.760.